Dataset: Catalyst prediction with 721,799 reactions and 888 catalyst types from USPTO. Task: Predict which catalyst facilitates the given reaction. (1) Reactant: [F:1][C:2]1[CH:20]=[CH:19][C:18]([C:21]2[CH:26]=[CH:25][CH:24]=[C:23]([F:27])[CH:22]=2)=[CH:17][C:3]=1[C:4]([NH:6][C:7]1[C:12]([CH3:13])=[C:11]([OH:14])[CH:10]=[C:9]([CH3:15])[C:8]=1[F:16])=O. Product: [F:16][C:8]1[C:9]([CH3:15])=[CH:10][C:11]([OH:14])=[C:12]([CH3:13])[C:7]=1[NH:6][CH2:4][C:3]1[CH:17]=[C:18]([C:21]2[CH:26]=[CH:25][CH:24]=[C:23]([F:27])[CH:22]=2)[CH:19]=[CH:20][C:2]=1[F:1]. The catalyst class is: 1. (2) Reactant: [NH2:1][C:2]1[CH:10]=[CH:9][CH:8]=[C:7]2[C:3]=1[C:4]([O:20][C:21]1[CH:26]=[CH:25][C:24]([Cl:27])=[CH:23][CH:22]=1)=[C:5]([CH3:19])[N:6]2[CH2:11][C:12]([O:14][C:15]([CH3:18])([CH3:17])[CH3:16])=[O:13].C(N(CC)CC)C.[CH3:35][S:36](Cl)(=[O:38])=[O:37]. Product: [Cl:27][C:24]1[CH:23]=[CH:22][C:21]([O:20][C:4]2[C:3]3[C:7](=[CH:8][CH:9]=[CH:10][C:2]=3[NH:1][S:36]([CH3:35])(=[O:38])=[O:37])[N:6]([CH2:11][C:12]([O:14][C:15]([CH3:17])([CH3:18])[CH3:16])=[O:13])[C:5]=2[CH3:19])=[CH:26][CH:25]=1. The catalyst class is: 23. (3) Reactant: COC(=O)[CH2:4][NH:5][CH2:6][C:7]([NH:10][C:11]([O:13]C(C)(C)C)=O)([CH3:9])[CH3:8].C(O)(C(F)(F)F)=O. Product: [CH3:8][C:7]1([CH3:9])[NH:10][C:11](=[O:13])[CH2:4][NH:5][CH2:6]1. The catalyst class is: 2. (4) Reactant: [Br:1][C:2]1[CH:3]=[CH:4][C:5]2[CH:9]=[C:8](C(OCC)=O)[S:7][C:6]=2[CH:15]=1.[CH3:16][NH:17][S:18]([CH3:21])(=[O:20])=[O:19].[C:22](=O)([O-])[O-].[K+].[K+]. Product: [Br:1][C:2]1[CH:3]=[CH:4][C:5]2[C:9]([CH2:16][N:17]([CH3:22])[S:18]([CH3:21])(=[O:20])=[O:19])=[CH:8][S:7][C:6]=2[CH:15]=1. The catalyst class is: 80. (5) Reactant: Cl[CH2:2][CH2:3][CH2:4][C:5]#[CH:6].[Li]CCCC.[NH2:12][C:13]1[C:18]([O:19][Si:20]([C:23]([CH3:26])([CH3:25])[CH3:24])([CH3:22])[CH3:21])=[CH:17][C:16]([Cl:27])=[CH:15][C:14]=1[C:28](=[O:33])[C:29]([F:32])([F:31])[F:30]. Product: [NH2:12][C:13]1[C:18]([O:19][Si:20]([C:23]([CH3:26])([CH3:24])[CH3:25])([CH3:21])[CH3:22])=[CH:17][C:16]([Cl:27])=[CH:15][C:14]=1[C:28]([OH:33])([C:2]#[C:3][CH:4]1[CH2:6][CH2:5]1)[C:29]([F:32])([F:31])[F:30]. The catalyst class is: 1. (6) Reactant: [CH:1]([C:9]1[CH:14]=[CH:13][CH:12]=[CH:11][N:10]=1)([C:3]1[CH:8]=[CH:7][CH:6]=[CH:5][N:4]=1)[CH3:2].C[Si](C)(C)[N-][Si](C)(C)C.[K+].F[C:26]1[CH:31]=[CH:30][CH:29]=[C:28]([F:32])[N:27]=1. Product: [F:32][C:28]1[N:27]=[C:26]([C:1]([C:9]2[CH:14]=[CH:13][CH:12]=[CH:11][N:10]=2)([C:3]2[CH:8]=[CH:7][CH:6]=[CH:5][N:4]=2)[CH3:2])[CH:31]=[CH:30][CH:29]=1. The catalyst class is: 7. (7) Reactant: [CH2:1](O)[CH2:2][CH2:3][CH2:4][CH2:5][CH2:6][CH:7]=[CH:8][CH:9]=[CH:10][CH2:11][CH3:12].N1C=CC=CC=1.CN(C)C=O.C1(C)C=CC(S([Cl:34])(=O)=O)=CC=1. Product: [Cl:34][CH2:1][CH2:2][CH2:3][CH2:4][CH2:5][CH2:6][CH:7]=[CH:8][CH:9]=[CH:10][CH2:11][CH3:12]. The catalyst class is: 805. (8) Reactant: [Br:1][C:2]1[CH:3]=[CH:4][C:5]([O:10][CH3:11])=[C:6]([CH:9]=1)C=O.C1C=C(Cl)C=C(C(OO)=[O:20])C=1. Product: [Br:1][C:2]1[CH:3]=[CH:4][C:5]([O:10][CH3:11])=[C:6]([OH:20])[CH:9]=1. The catalyst class is: 2. (9) Reactant: Cl.[F:2][C:3]([F:24])([F:23])[C:4]1[CH:22]=[CH:21][CH:20]=[CH:19][C:5]=1[CH:6]([O:14][CH:15]1[CH2:18][NH:17][CH2:16]1)[C:7]1[CH:12]=[CH:11][C:10]([Cl:13])=[CH:9][CH:8]=1.C(=O)([O-])[O-].[CH2:29]([N:32]=[C:33]=[O:34])[CH:30]=[CH2:31]. Product: [F:24][C:3]([F:2])([F:23])[C:4]1[CH:22]=[CH:21][CH:20]=[CH:19][C:5]=1[CH:6]([O:14][CH:15]1[CH2:18][N:17]([C:33]([NH:32][CH2:29][CH:30]=[CH2:31])=[O:34])[CH2:16]1)[C:7]1[CH:12]=[CH:11][C:10]([Cl:13])=[CH:9][CH:8]=1. The catalyst class is: 2. (10) Reactant: [Br:1][CH2:2][CH2:3][CH2:4][CH2:5][CH2:6][CH2:7][CH2:8][C:9]1[CH:14]=[CH:13][C:12]([OH:15])=[CH:11][CH:10]=1.C([O-])([O-])=O.[K+].[K+].[CH2:22](Br)[C:23]1[CH:28]=[CH:27][CH:26]=[CH:25][CH:24]=1. Product: [Br:1][CH2:2][CH2:3][CH2:4][CH2:5][CH2:6][CH2:7][CH2:8][C:9]1[CH:14]=[CH:13][C:12]([O:15][CH2:22][C:23]2[CH:28]=[CH:27][CH:26]=[CH:25][CH:24]=2)=[CH:11][CH:10]=1. The catalyst class is: 883.